This data is from Drug-target binding data from BindingDB using IC50 measurements. The task is: Regression. Given a target protein amino acid sequence and a drug SMILES string, predict the binding affinity score between them. We predict pIC50 (pIC50 = -log10(IC50 in M); higher means more potent). Dataset: bindingdb_ic50. The target protein sequence is MGNAAAAKKGSEQESVKEFLAKAKEDFLKKWENPAQNTAHLDQFERIKTIGTGSFGRVMLVKHMETGNHYAMKILDKQKVVKLKQIEHTLNEKRILQAVNFPFLVKLEFSFKDNSNLYMVMEYMPGGEMFSHLRRIGRFSEPHARFYAAQIVLTFEYLHSLDLIYRDLKPENLLIDQQGYIKVADFGFAKRVKGRTWTLCGTPEYLAPEIILSKGYNKAVDWWALGVLIYEMAAGYPPFFADQPIQIYEKIVSGKVRFPSHFSSDLKDLLRNLLQVDLTKRFGNLKNGVNDIKNHKWFATTDWIAIYQRKVEAPFIPKFKGPGDTSNFDDYEEEEIRVSINEKCGKEFSEF. The pIC50 is 5.7. The small molecule is CCCCCCOC(=O)[C@]1(O)C[C@@H]2O[C@@]1(C)n1c3ccccc3c3c4c(c5c6ccccc6n2c5c31)C(=O)NC4.